Dataset: Full USPTO retrosynthesis dataset with 1.9M reactions from patents (1976-2016). Task: Predict the reactants needed to synthesize the given product. (1) The reactants are: [O:1]=[C:2]1[CH2:8][CH:7]2[CH:9]([C:10](O)=O)[CH:4]([CH2:5][CH2:6]2)[CH2:3]1.Cl.[NH2:14][C:15]1[NH:20][C:19](=[O:21])[NH:18][C:17](=[O:22])[C:16]=1[NH2:23].CCN(C(C)C)[CH:27]([CH3:29])[CH3:28].[OH-].[K+].[CH3:35][CH:36](O)[CH3:37]. Given the product [O:1]=[C:2]1[CH2:3][CH:4]2[CH:9]([C:10]3[NH:23][C:16]4[C:17](=[O:22])[N:18]([CH2:28][CH2:27][CH3:29])[C:19](=[O:21])[N:20]([CH2:35][CH2:36][CH3:37])[C:15]=4[N:14]=3)[CH:7]([CH2:6][CH2:5]2)[CH2:8]1, predict the reactants needed to synthesize it. (2) Given the product [Cl:1][C:2]1[CH:3]=[CH:4][C:5]([CH3:37])=[C:6]([N:8]2[C:15](=[O:16])[C:14]3[CH:13]=[C:12]([C:17]4[CH:18]=[C:19]([C:20]5[NH:40][N:39]=[N:38][N:21]=5)[CH:22]=[CH:23][C:24]=4[O:25][CH3:26])[N:11]([CH:27]([CH3:29])[CH3:28])[C:10]=3[CH:9]2[C:30]2[CH:31]=[CH:32][C:33]([Cl:36])=[CH:34][CH:35]=2)[CH:7]=1, predict the reactants needed to synthesize it. The reactants are: [Cl:1][C:2]1[CH:3]=[CH:4][C:5]([CH3:37])=[C:6]([N:8]2[C:15](=[O:16])[C:14]3[CH:13]=[C:12]([C:17]4[CH:18]=[C:19]([CH:22]=[CH:23][C:24]=4[O:25][CH3:26])[C:20]#[N:21])[N:11]([CH:27]([CH3:29])[CH3:28])[C:10]=3[CH:9]2[C:30]2[CH:35]=[CH:34][C:33]([Cl:36])=[CH:32][CH:31]=2)[CH:7]=1.[N-:38]=[N+:39]=[N-:40].[Na+].[Cl-].[NH4+].Cl. (3) Given the product [F:27][C:13]([F:12])([F:26])[C:14]1[CH:19]=[CH:18][N:17]=[C:16]([C:20]2[N:24]([C:30]([N:29]([CH3:33])[CH3:28])=[O:31])[C:23](=[O:25])[O:22][N:21]=2)[CH:15]=1, predict the reactants needed to synthesize it. The reactants are: N12CCCN=C1CCCCC2.[F:12][C:13]([F:27])([F:26])[C:14]1[CH:19]=[CH:18][N:17]=[C:16]([C:20]2[NH:21][O:22][C:23](=[O:25])[N:24]=2)[CH:15]=1.[CH3:28][N:29]([CH3:33])[C:30](Cl)=[O:31]. (4) The reactants are: [Cl:1][C:2]1[C:7]([S:8]([CH3:11])(=[O:10])=[O:9])=[CH:6][C:5]([C:12]2[N:13]([C:33](Cl)=[O:34])[C@@:14]([C:26]3[CH:31]=[CH:30][C:29]([Cl:32])=[CH:28][CH:27]=3)([CH3:25])[C@@:15]([C:18]3[CH:23]=[CH:22][C:21]([Cl:24])=[CH:20][CH:19]=3)([CH3:17])[N:16]=2)=[C:4]([O:36][CH2:37][CH3:38])[CH:3]=1.[NH:39]1[CH2:44][CH2:43][CH:42]([NH:45][C:46]([N:48]2[CH2:52][CH2:51][CH2:50][CH2:49]2)=[O:47])[CH2:41][CH2:40]1. Given the product [Cl:1][C:2]1[C:7]([S:8]([CH3:11])(=[O:9])=[O:10])=[CH:6][C:5]([C:12]2[N:13]([C:33]([N:39]3[CH2:40][CH2:41][CH:42]([NH:45][C:46]([N:48]4[CH2:52][CH2:51][CH2:50][CH2:49]4)=[O:47])[CH2:43][CH2:44]3)=[O:34])[C@@:14]([C:26]3[CH:31]=[CH:30][C:29]([Cl:32])=[CH:28][CH:27]=3)([CH3:25])[C@@:15]([C:18]3[CH:19]=[CH:20][C:21]([Cl:24])=[CH:22][CH:23]=3)([CH3:17])[N:16]=2)=[C:4]([O:36][CH2:37][CH3:38])[CH:3]=1, predict the reactants needed to synthesize it. (5) Given the product [O:1]([C:8]1[CH:9]=[C:10]([CH:14]([CH2:20][CH3:21])[C:15]#[N:16])[CH:11]=[CH:12][CH:13]=1)[C:2]1[CH:3]=[CH:4][CH:5]=[CH:6][CH:7]=1, predict the reactants needed to synthesize it. The reactants are: [O:1]([C:8]1[CH:9]=[C:10]([CH2:14][C:15]#[N:16])[CH:11]=[CH:12][CH:13]=1)[C:2]1[CH:7]=[CH:6][CH:5]=[CH:4][CH:3]=1.[H-].[Na+].I[CH2:20][CH3:21]. (6) Given the product [N:20]1([C:2]2[C:15]([O:16][CH3:17])=[CH:14][C:13]3[C@:12]45[CH2:18][CH2:19][N:20]([C:21]([O:23][CH2:24][C:25]6[CH:30]=[CH:29][CH:28]=[CH:27][CH:26]=6)=[O:22])[C@@H:6]([C@@H:7]4[CH2:8][CH2:9][CH2:10][CH2:11]5)[CH2:5][C:4]=3[CH:3]=2)[CH2:44][CH2:43][CH2:11][CH2:12][CH2:18][CH2:19]1, predict the reactants needed to synthesize it. The reactants are: I[C:2]1[C:15]([O:16][CH3:17])=[CH:14][C:13]2[C@:12]34[CH2:18][CH2:19][N:20]([C:21]([O:23][CH2:24][C:25]5[CH:30]=[CH:29][CH:28]=[CH:27][CH:26]=5)=[O:22])[C@@H:6]([C@@H:7]3[CH2:8][CH2:9][CH2:10][CH2:11]4)[CH2:5][C:4]=2[CH:3]=1.C1O[CH2:44][CH2:43]OCCOCCOCCOC1.O.